From a dataset of Reaction yield outcomes from USPTO patents with 853,638 reactions. Predict the reaction yield, written as a fraction of the theoretical maximum amount of product (1.0 means a 100% yield; for example, 0.34 means a 34% yield). (1) The reactants are [CH2:1]([O:8][C:9](=[O:22])[CH:10]([NH:14][C:15]([O:17][C:18]([CH3:21])([CH3:20])[CH3:19])=[O:16])[CH:11]([OH:13])[CH3:12])[C:2]1[CH:7]=[CH:6][CH:5]=[CH:4][CH:3]=1.[CH3:23][C:24](OC(C)=O)=[O:25].CCN(CC)CC. The catalyst is C1COCC1.CN(C1C=CN=CC=1)C.CCOC(C)=O. The product is [CH2:1]([O:8][C:9](=[O:22])[CH:10]([NH:14][C:15]([O:17][C:18]([CH3:21])([CH3:20])[CH3:19])=[O:16])[CH:11]([O:13][C:24](=[O:25])[CH3:23])[CH3:12])[C:2]1[CH:7]=[CH:6][CH:5]=[CH:4][CH:3]=1. The yield is 0.880. (2) The reactants are CO[C:3](=[O:28])[C:4]1[CH:9]=[CH:8][C:7]([O:10][CH2:11][C:12]2[C:13]([C:21]3[CH:26]=[CH:25][C:24]([F:27])=[CH:23][CH:22]=3)=[N:14][O:15][C:16]=2[C:17]([F:20])([F:19])[F:18])=[N:6][CH:5]=1.[CH:29]1([CH2:32][NH2:33])[CH2:31][CH2:30]1. No catalyst specified. The product is [CH:29]1([CH2:32][NH:33][C:3](=[O:28])[C:4]2[CH:9]=[CH:8][C:7]([O:10][CH2:11][C:12]3[C:13]([C:21]4[CH:22]=[CH:23][C:24]([F:27])=[CH:25][CH:26]=4)=[N:14][O:15][C:16]=3[C:17]([F:20])([F:19])[F:18])=[N:6][CH:5]=2)[CH2:31][CH2:30]1. The yield is 0.870. (3) The reactants are [Cl:1][C:2]1[C:10]2[N:9]=[C:8]3[N:11]([C:15]4[CH:20]=[CH:19][C:18]([Cl:21])=[CH:17][C:16]=4[Cl:22])[CH2:12][CH2:13][CH2:14][N:7]3[C:6]=2[C:5](/[CH:23]=[CH:24]/[C:25]([O:27][CH2:28][CH3:29])=[O:26])=[CH:4][CH:3]=1.[CH2:30]([Mg]Br)[CH3:31].[Cl-].[NH4+]. The catalyst is [Cu]I. The product is [Cl:1][C:2]1[C:10]2[N:9]=[C:8]3[N:11]([C:15]4[CH:20]=[CH:19][C:18]([Cl:21])=[CH:17][C:16]=4[Cl:22])[CH2:12][CH2:13][CH2:14][N:7]3[C:6]=2[C:5]([CH:23]([CH2:30][CH3:31])[CH2:24][C:25]([O:27][CH2:28][CH3:29])=[O:26])=[CH:4][CH:3]=1. The yield is 0.590. (4) The product is [C:8](=[O:9])([O:22][CH2:21][CH2:20][CH2:19][CH2:18][O:17][C:13](=[O:16])[CH:14]=[CH2:15])[O:10][CH2:11][Cl:12]. The reactants are N1C=CC=CC=1.Cl[C:8]([O:10][CH2:11][Cl:12])=[O:9].[C:13]([O:17][CH2:18][CH2:19][CH2:20][CH2:21][OH:22])(=[O:16])[CH:14]=[CH2:15]. The yield is 0.740. The catalyst is ClCCl. (5) The reactants are [CH2:1]([O:3][C:4]([N:6]1[CH:11]2[CH2:12][CH2:13][CH:7]1[CH2:8][CH:9]([C:14]1[N:19]3[N:20]=[C:21]([C:24]4[CH:29]=[CH:28][N:27]=[CH:26][CH:25]=4)[C:22](I)=[C:18]3[N:17]=[CH:16][CH:15]=1)[CH2:10]2)=[O:5])[CH3:2].CC1(C)C(C)(C)OB([C:38]2[CH:46]=[C:45]3[C:41]([CH2:42][C:43](=[O:47])[NH:44]3)=[CH:40][CH:39]=2)O1. No catalyst specified. The product is [O:47]=[C:43]1[CH2:42][C:41]2[C:45](=[CH:46][C:38]([C:22]3[C:21]([C:24]4[CH:29]=[CH:28][N:27]=[CH:26][CH:25]=4)=[N:20][N:19]4[C:14]([CH:9]5[CH2:8][CH:7]6[N:6]([C:4]([O:3][CH2:1][CH3:2])=[O:5])[CH:11]([CH2:12][CH2:13]6)[CH2:10]5)=[CH:15][CH:16]=[N:17][C:18]=34)=[CH:39][CH:40]=2)[NH:44]1. The yield is 0.420. (6) The reactants are S(Cl)(Cl)=O.[F:5][C:6]1[CH:11]=[C:10]([N+:12]([O-:14])=[O:13])[CH:9]=[CH:8][C:7]=1[CH2:15][CH2:16][CH2:17][C:18]([OH:20])=O.[CH3:21][N:22](C=O)C. No catalyst specified. The product is [F:5][C:6]1[CH:11]=[C:10]([N+:12]([O-:14])=[O:13])[CH:9]=[CH:8][C:7]=1[CH2:15][CH2:16][CH2:17][C:18]([NH:22][CH3:21])=[O:20]. The yield is 0.850. (7) The reactants are [Cl:1][C:2]1[CH:7]=[CH:6][C:5]([OH:8])=[CH:4][CH:3]=1.C1C=CC(N([S:16]([C:19]([F:22])([F:21])[F:20])(=[O:18])=[O:17])[S:16]([C:19]([F:22])([F:21])[F:20])(=[O:18])=[O:17])=CC=1.C(N(CC)CC)C.Cl. The catalyst is ClCCl.CN(C)C1C=CN=CC=1. The product is [F:20][C:19]([F:22])([F:21])[S:16]([O:8][C:5]1[CH:6]=[CH:7][C:2]([Cl:1])=[CH:3][CH:4]=1)(=[O:18])=[O:17]. The yield is 0.930. (8) The reactants are C(O)(C(F)(F)F)=O.[CH3:8][O:9][C:10]1[N:15]=[CH:14][C:13]([NH:16][C:17]2[N:22]=[CH:21][C:20]([CH2:23][N:24]3[CH2:29][CH2:28][N:27](C(OC(C)(C)C)=O)[CH2:26][CH2:25]3)=[CH:19][C:18]=2[C:37]2[N:45]=[C:44]([CH3:46])[N:43]=[C:42]3[C:38]=2[N:39]=[CH:40][N:41]3C2CCCCO2)=[CH:12][CH:11]=1. The catalyst is C(Cl)Cl. The product is [CH3:8][O:9][C:10]1[N:15]=[CH:14][C:13]([NH:16][C:17]2[C:18]([C:37]3[N:45]=[C:44]([CH3:46])[N:43]=[C:42]4[C:38]=3[N:39]=[CH:40][NH:41]4)=[CH:19][C:20]([CH2:23][N:24]3[CH2:25][CH2:26][NH:27][CH2:28][CH2:29]3)=[CH:21][N:22]=2)=[CH:12][CH:11]=1. The yield is 0.191.